This data is from Peptide-MHC class II binding affinity with 134,281 pairs from IEDB. The task is: Regression. Given a peptide amino acid sequence and an MHC pseudo amino acid sequence, predict their binding affinity value. This is MHC class II binding data. (1) The peptide sequence is LAGDAAGAWRTAAVE. The MHC is DRB1_0301 with pseudo-sequence DRB1_0301. The binding affinity (normalized) is 0.138. (2) The peptide sequence is PICPGYRWMCLRRFI. The MHC is DRB1_0301 with pseudo-sequence DRB1_0301. The binding affinity (normalized) is 0.0472. (3) The peptide sequence is SNMLILNPTQSDSGI. The MHC is DRB1_0101 with pseudo-sequence DRB1_0101. The binding affinity (normalized) is 0.315. (4) The peptide sequence is YGVEGTKTPVSPGEM. The MHC is DRB1_0404 with pseudo-sequence DRB1_0404. The binding affinity (normalized) is 0.546.